From a dataset of Reaction yield outcomes from USPTO patents with 853,638 reactions. Predict the reaction yield, written as a fraction of the theoretical maximum amount of product (1.0 means a 100% yield; for example, 0.34 means a 34% yield). The reactants are [CH2:1]([C@H:3]1[C@@H:7]([C:8]2[N:12]3[C:13]4[CH:19]=[CH:18][NH:17][C:14]=4[N:15]=[CH:16][C:11]3=[N:10][N:9]=2)[CH2:6]/[C:5](=[CH:20]/[C:21]([O:23][CH2:24][CH3:25])=[O:22])/[CH2:4]1)[CH3:2]. The catalyst is C1COCC1.[OH-].[OH-].[Pd+2]. The product is [CH2:1]([C@H:3]1[C@@H:7]([C:8]2[N:12]3[C:13]4[CH:19]=[CH:18][NH:17][C:14]=4[N:15]=[CH:16][C:11]3=[N:10][N:9]=2)[CH2:6][C@H:5]([CH2:20][C:21]([O:23][CH2:24][CH3:25])=[O:22])[CH2:4]1)[CH3:2]. The yield is 0.310.